This data is from Forward reaction prediction with 1.9M reactions from USPTO patents (1976-2016). The task is: Predict the product of the given reaction. (1) Given the reactants [CH3:1][N:2]([CH3:24])[C:3]1[CH:8]=[CH:7][N:6]=[C:5]([N:9]2[C@@H:16]3[C@@H:11]([CH2:12][CH2:13][N:14](C(OC(C)(C)C)=O)[CH2:15]3)[CH2:10]2)[CH:4]=1.C(O)(C(F)(F)F)=O, predict the reaction product. The product is: [C@@H:16]12[N:9]([C:5]3[CH:4]=[C:3]([N:2]([CH3:24])[CH3:1])[CH:8]=[CH:7][N:6]=3)[CH2:10][C@@H:11]1[CH2:12][CH2:13][NH:14][CH2:15]2. (2) Given the reactants C(OC([N:8]1[CH2:12][CH2:11][CH2:10][C@@H:9]1[CH2:13][O:14][C:15]1[CH:20]=[CH:19][C:18]([C:21](=[O:28])[C:22]2[CH:27]=[CH:26][CH:25]=[CH:24][CH:23]=2)=[CH:17][N:16]=1)=O)(C)(C)C.Cl, predict the reaction product. The product is: [C:22]1([C:21]([C:18]2[CH:17]=[N:16][C:15]([O:14][CH2:13][C@H:9]3[CH2:10][CH2:11][CH2:12][NH:8]3)=[CH:20][CH:19]=2)=[O:28])[CH:23]=[CH:24][CH:25]=[CH:26][CH:27]=1. (3) Given the reactants Cl.Cl[C:3]1[C:8]([CH2:9][O:10][CH2:11][CH2:12][NH2:13])=[CH:7][CH:6]=[C:5]([CH3:14])[N+:4]=1[O-:15].C([O-])(O)=O.[Na+], predict the reaction product. The product is: [CH3:14][C:5]1[CH:6]=[CH:7][C:8]2[CH2:9][O:10][CH2:11][CH2:12][NH:13][C:3]=2[N+:4]=1[O-:15].